This data is from Reaction yield outcomes from USPTO patents with 853,638 reactions. The task is: Predict the reaction yield, written as a fraction of the theoretical maximum amount of product (1.0 means a 100% yield; for example, 0.34 means a 34% yield). (1) The product is [CH3:11][O:10][CH2:9][CH2:8][N:3]1[CH:4]=[CH:5][N:6]=[C:2]1[CH3:1]. The reactants are [CH3:1][C:2]1[NH:3][CH:4]=[CH:5][N:6]=1.Cl[CH2:8][CH2:9][O:10][CH3:11].[H-].[Na+]. The catalyst is CN(C=O)C.C(Cl)Cl.C([O-])([O-])=O.[Na+].[Na+].O. The yield is 0.660. (2) The reactants are [F:1][C:2]1[CH:18]=[CH:17][CH:16]=[C:15]([F:19])[C:3]=1[CH2:4][C:5]1[O:9][N:8]=[C:7]([C:10]([O:12]CC)=O)[N:6]=1.Cl.[Cl:21][C:22]1[CH:23]=[C:24]2[C:28](=[CH:29][CH:30]=1)[NH:27][CH:26]=[C:25]2[CH2:31][CH2:32][NH2:33].CN(C(ON1N=NC2C=CC=NC1=2)=[N+](C)C)C.F[P-](F)(F)(F)(F)F.C(N(CC)C(C)C)(C)C. The catalyst is C1COCC1.[OH-].[Na+].O.CN(C=O)C. The product is [Cl:21][C:22]1[CH:23]=[C:24]2[C:28](=[CH:29][CH:30]=1)[NH:27][CH:26]=[C:25]2[CH2:31][CH2:32][NH:33][C:10]([C:7]1[N:6]=[C:5]([CH2:4][C:3]2[C:15]([F:19])=[CH:16][CH:17]=[CH:18][C:2]=2[F:1])[O:9][N:8]=1)=[O:12]. The yield is 0.440.